This data is from NCI-60 drug combinations with 297,098 pairs across 59 cell lines. The task is: Regression. Given two drug SMILES strings and cell line genomic features, predict the synergy score measuring deviation from expected non-interaction effect. Drug 2: CN1C2=C(C=C(C=C2)N(CCCl)CCCl)N=C1CCCC(=O)O.Cl. Drug 1: CCC1(CC2CC(C3=C(CCN(C2)C1)C4=CC=CC=C4N3)(C5=C(C=C6C(=C5)C78CCN9C7C(C=CC9)(C(C(C8N6C)(C(=O)OC)O)OC(=O)C)CC)OC)C(=O)OC)O.OS(=O)(=O)O. Cell line: PC-3. Synergy scores: CSS=15.2, Synergy_ZIP=-6.17, Synergy_Bliss=-5.71, Synergy_Loewe=-43.6, Synergy_HSA=-5.60.